Task: Predict the reactants needed to synthesize the given product.. Dataset: Full USPTO retrosynthesis dataset with 1.9M reactions from patents (1976-2016) (1) The reactants are: [CH3:1][N:2]([C:9]1[CH:14]=[CH:13][CH:12]=[CH:11][CH:10]=1)[C:3](=[O:8])[CH2:4][C:5](=[O:7])[CH3:6].[Br:15]Br. Given the product [Br:15][CH2:6][C:5](=[O:7])[CH2:4][C:3]([N:2]([CH3:1])[C:9]1[CH:14]=[CH:13][CH:12]=[CH:11][CH:10]=1)=[O:8], predict the reactants needed to synthesize it. (2) Given the product [F:9][C:10]1[CH:11]=[C:12]2[C:16](=[CH:17][CH:18]=1)[NH:15][C:14](=[O:19])[C@@:13]12[CH2:21][C:20]1([CH3:4])[CH3:22], predict the reactants needed to synthesize it. The reactants are: [H-].[Na+].[I-].[CH3:4][S+](C)(C)=O.[F:9][C:10]1[CH:11]=[C:12]2[C:16](=[CH:17][CH:18]=1)[NH:15][C:14](=[O:19])[C:13]2=[C:20]([CH3:22])[CH3:21]. (3) The reactants are: [CH3:1][S:2]([C:5]1[N:10]=[CH:9][C:8]([O:11][C:12]2[CH:13]=[C:14]3[C:18](=[C:19]([O:21][CH:22]4[CH2:27][CH2:26][O:25][CH2:24][CH2:23]4)[CH:20]=2)[NH:17][C:16]([C:28]2[S:29][CH:30]([CH2:33][C:34](O)=[O:35])[CH2:31][N:32]=2)=[CH:15]3)=[CH:7][CH:6]=1)(=[O:4])=[O:3].O.O[N:39]1[C:43]2C=CC=C[C:42]=2[N:41]=N1.Cl.C(N=C=NCCCN(C)C)C.Cl.NCC#N. Given the product [C:43]([CH2:42][NH:41][C:34](=[O:35])[CH2:33][CH:30]1[S:29][C:28]([C:16]2[NH:17][C:18]3[C:14]([CH:15]=2)=[CH:13][C:12]([O:11][C:8]2[CH:9]=[N:10][C:5]([S:2]([CH3:1])(=[O:3])=[O:4])=[CH:6][CH:7]=2)=[CH:20][C:19]=3[O:21][CH:22]2[CH2:23][CH2:24][O:25][CH2:26][CH2:27]2)=[N:32][CH2:31]1)#[N:39], predict the reactants needed to synthesize it. (4) Given the product [Cl:1][C:2]1[CH:3]=[CH:4][C:5]([C:8]([CH3:13])([CH3:12])[C:9](=[O:11])[CH2:33][C:32]([O:31][CH3:30])=[O:37])=[CH:6][CH:7]=1, predict the reactants needed to synthesize it. The reactants are: [Cl:1][C:2]1[CH:7]=[CH:6][C:5]([C:8]([CH3:13])([CH3:12])[C:9]([OH:11])=O)=[CH:4][CH:3]=1.C1N=CN(C(N2C=NC=C2)=O)C=1.[Mg+2].[Cl-].[Cl-].[K+].[CH3:30][O:31][C:32](=[O:37])[CH2:33]C([O-])=O. (5) Given the product [C:1]([OH:8])(=[O:7])[CH2:2][CH2:3][C:4]([OH:6])=[O:5].[Cl:9][C:10]1[CH:27]=[C:26]([Cl:28])[CH:25]=[CH:24][C:11]=1[O:12][C@@H:13]([CH2:18][N:19]1[CH2:23][CH2:22][O:5][CH2:21][CH2:20]1)[CH2:14][CH2:15][NH:16][CH3:17], predict the reactants needed to synthesize it. The reactants are: [C:1]([OH:8])(=[O:7])[CH2:2][CH2:3][C:4]([OH:6])=[O:5].[Cl:9][C:10]1[CH:27]=[C:26]([Cl:28])[CH:25]=[CH:24][C:11]=1[O:12][C@@H:13]([CH2:18][N:19]1[CH2:23][CH2:22][CH2:21][CH2:20]1)[CH2:14][CH2:15][NH:16][CH3:17]. (6) Given the product [OH:7][CH2:8][CH2:9][CH:10]([C:12]1[CH:13]=[CH:14][C:15]([C:16]([O:18][CH3:19])=[O:17])=[CH:20][CH:21]=1)[CH3:11], predict the reactants needed to synthesize it. The reactants are: O1CCCCC1[O:7][CH2:8][CH2:9][CH:10]([C:12]1[CH:21]=[CH:20][C:15]([C:16]([O:18][CH3:19])=[O:17])=[CH:14][CH:13]=1)[CH3:11].C1(C)C=CC(S(O)(=O)=O)=CC=1. (7) Given the product [CH2:12]([O:11][C:9]([N:4]1[CH2:3][CH:2]([CH3:1])[N:7]([CH3:21])[CH:6]([CH3:8])[CH2:5]1)=[O:10])[C:13]1[CH:18]=[CH:17][CH:16]=[CH:15][CH:14]=1, predict the reactants needed to synthesize it. The reactants are: [CH3:1][CH:2]1[NH:7][CH:6]([CH3:8])[CH2:5][N:4]([C:9]([O:11][CH2:12][C:13]2[CH:18]=[CH:17][CH:16]=[CH:15][CH:14]=2)=[O:10])[CH2:3]1.C=O.[C:21](O)(=O)C.C(O[BH-](OC(=O)C)OC(=O)C)(=O)C.[Na+]. (8) Given the product [Br:1][C:2]1[CH:10]=[C:9]2[C:5]([C:6]([C:11]([O:13][CH3:18])=[O:12])=[N:7][NH:8]2)=[CH:4][CH:3]=1, predict the reactants needed to synthesize it. The reactants are: [Br:1][C:2]1[CH:10]=[C:9]2[C:5]([C:6]([C:11]([OH:13])=[O:12])=[N:7][NH:8]2)=[CH:4][CH:3]=1.S(Cl)(Cl)=O.[CH3:18]O. (9) Given the product [Cl:37][C:38]1[CH:45]=[CH:44][C:41]([CH2:42][N:2]([CH3:1])[C:3]2[CH:7]=[CH:6][S:5][C:4]=2[C:8]([NH:10][C@H:11]([C:13]2[CH:22]=[CH:21][C:16]([C:17]([O:19][CH3:20])=[O:18])=[CH:15][CH:14]=2)[CH3:12])=[O:9])=[CH:40][CH:39]=1, predict the reactants needed to synthesize it. The reactants are: [CH3:1][NH:2][C:3]1[CH:7]=[CH:6][S:5][C:4]=1[C:8]([NH:10][C@H:11]([C:13]1[CH:22]=[CH:21][C:16]([C:17]([O:19][CH3:20])=[O:18])=[CH:15][CH:14]=1)[CH3:12])=[O:9].CN1CCN(C)C1=O.C(=O)([O-])[O-].[K+].[K+].[Cl:37][C:38]1[CH:45]=[CH:44][C:41]([CH2:42]Br)=[CH:40][CH:39]=1.C(O)(=O)CC(CC(O)=O)(C(O)=O)O. (10) Given the product [Cl:27][C:3]1[CH:4]=[C:5]([O:6][C:7]2[C:12]3[N:13]([CH3:14])[C:16]([C:17]([CH3:24])([O:19][Si:20]([CH3:22])([CH3:21])[CH3:23])[CH3:18])=[CH:15][C:11]=3[N:10]=[CH:9][N:8]=2)[CH:25]=[CH:26][C:2]=1[NH2:1], predict the reactants needed to synthesize it. The reactants are: [NH2:1][C:2]1[CH:26]=[CH:25][C:5]([O:6][C:7]2[C:12]([NH:13][CH3:14])=[C:11]([C:15]#[C:16][C:17]([CH3:24])([O:19][Si:20]([CH3:23])([CH3:22])[CH3:21])[CH3:18])[N:10]=[CH:9][N:8]=2)=[CH:4][C:3]=1[Cl:27].O.